Dataset: CYP3A4 inhibition data for predicting drug metabolism from PubChem BioAssay. Task: Regression/Classification. Given a drug SMILES string, predict its absorption, distribution, metabolism, or excretion properties. Task type varies by dataset: regression for continuous measurements (e.g., permeability, clearance, half-life) or binary classification for categorical outcomes (e.g., BBB penetration, CYP inhibition). Dataset: cyp3a4_veith. (1) The drug is O=C(Nc1ccccc1)C(Cc1ccccc1)NC(=O)C12CC3CC(CC(C3)C1)C2. The result is 0 (non-inhibitor). (2) The molecule is Nc1ccccc1Oc1ncc(C(F)(F)F)cc1Cl. The result is 1 (inhibitor). (3) The molecule is COC(=O)[C@@]1(Cc2ccc(F)cc2)[C@H]2c3cc(C(=O)N(C)C)n(CCSCCO)c3C[C@H]2CN1C(=O)c1ccccc1. The result is 1 (inhibitor). (4) The molecule is CCn1nc(C)c(NC(=O)CCSc2nc(-c3ccco3)cc(C(F)(F)F)n2)c1C. The result is 0 (non-inhibitor). (5) The molecule is CC(C)n1cc(/C=C2/SC(=O)N(CC(=O)Nc3ccc4c(c3)OCO4)C2=O)c2ccccc21. The result is 1 (inhibitor).